This data is from Peptide-MHC class II binding affinity with 134,281 pairs from IEDB. The task is: Regression. Given a peptide amino acid sequence and an MHC pseudo amino acid sequence, predict their binding affinity value. This is MHC class II binding data. (1) The peptide sequence is NFRFMSKGGMRNVFDEVIPT. The MHC is HLA-DQA10301-DQB10302 with pseudo-sequence HLA-DQA10301-DQB10302. The binding affinity (normalized) is 0.278. (2) The peptide sequence is GELQWVDKIDAAFKI. The MHC is DRB1_1201 with pseudo-sequence DRB1_1201. The binding affinity (normalized) is 0.405. (3) The peptide sequence is GVMYNLWKMKTGRRG. The MHC is HLA-DQA10102-DQB10501 with pseudo-sequence HLA-DQA10102-DQB10501. The binding affinity (normalized) is 0.619. (4) The peptide sequence is YLGLEVLTRARAALT. The MHC is DRB1_0101 with pseudo-sequence DRB1_0101. The binding affinity (normalized) is 0.586. (5) The peptide sequence is YDKFLANCSTVLTGK. The MHC is DRB1_0101 with pseudo-sequence DRB1_0101. The binding affinity (normalized) is 0.740. (6) The peptide sequence is GWDLNAASAYCSTWD. The MHC is DRB1_0401 with pseudo-sequence DRB1_0401. The binding affinity (normalized) is 0.300. (7) The peptide sequence is SKLKAEATTDGLGWY. The MHC is DRB1_1602 with pseudo-sequence DRB1_1602. The binding affinity (normalized) is 0.220. (8) The peptide sequence is FTVQEMVALSGAHTL. The MHC is DRB4_0101 with pseudo-sequence DRB4_0103. The binding affinity (normalized) is 0.366.